Task: Predict the product of the given reaction.. Dataset: Forward reaction prediction with 1.9M reactions from USPTO patents (1976-2016) (1) Given the reactants [C:1]([CH2:3][NH:4][C:5]([C:7]1(N)[CH2:12][CH2:11][CH2:10][CH2:9][CH2:8]1)=[O:6])#[N:2].Cl.[CH:15]([N:18]1[CH2:23][CH2:22][CH:21]([C:24]2[CH:32]=[CH:31][C:27]([C:28](O)=[O:29])=[CH:26][CH:25]=2)[CH2:20][CH2:19]1)([CH3:17])[CH3:16].C1C=CC2N(O)N=[N:39]C=2C=1.C(N(CC)CC)C, predict the reaction product. The product is: [C:1]([CH2:3][NH:4][C:5]([C:7]1([C:31]2[CH:32]=[C:24]([CH:21]3[CH2:22][CH2:23][N:18]([CH:15]([CH3:17])[CH3:16])[CH2:19][CH2:20]3)[CH:25]=[CH:26][C:27]=2[C:28]([NH2:39])=[O:29])[CH2:12][CH2:11][CH2:10][CH2:9][CH2:8]1)=[O:6])#[N:2]. (2) Given the reactants [C:1]([O:5][C:6](=[O:23])[NH:7][CH2:8][CH2:9][C:10]1[CH:15]=[CH:14][C:13]([C:16]2[CH:21]=[CH:20][CH:19]=[C:18]([OH:22])[CH:17]=2)=[CH:12][CH:11]=1)([CH3:4])([CH3:3])[CH3:2].[Cl:24][C:25]1[N:30]=[C:29](Cl)[CH:28]=[CH:27][N:26]=1.C(=O)([O-])[O-].[K+].[K+], predict the reaction product. The product is: [C:1]([O:5][C:6](=[O:23])[NH:7][CH2:8][CH2:9][C:10]1[CH:15]=[CH:14][C:13]([C:16]2[CH:21]=[CH:20][CH:19]=[C:18]([O:22][C:27]3[CH:28]=[CH:29][N:30]=[C:25]([Cl:24])[N:26]=3)[CH:17]=2)=[CH:12][CH:11]=1)([CH3:4])([CH3:2])[CH3:3]. (3) Given the reactants [NH:1]1[CH2:6][CH2:5][O:4][CH2:3][CH2:2]1.C[Mg]Br.C[O:11][C:12]([C:14]1([C:17]2[O:21][N:20]=[C:19]([C:22]3[CH:27]=[CH:26][C:25]([O:28][CH3:29])=[CH:24][CH:23]=3)[C:18]=2[C:30]2[CH:35]=[CH:34][CH:33]=[CH:32][CH:31]=2)[CH2:16][CH2:15]1)=O, predict the reaction product. The product is: [CH3:29][O:28][C:25]1[CH:24]=[CH:23][C:22]([C:19]2[C:18]([C:30]3[CH:35]=[CH:34][CH:33]=[CH:32][CH:31]=3)=[C:17]([C:14]3([C:12]([N:1]4[CH2:6][CH2:5][O:4][CH2:3][CH2:2]4)=[O:11])[CH2:16][CH2:15]3)[O:21][N:20]=2)=[CH:27][CH:26]=1. (4) Given the reactants [CH2:1]([C:5]1[N:6]=[C:7]([CH3:27])[NH:8][C:9](=[O:26])[C:10]=1[CH2:11][C:12]1[CH:17]=[CH:16][C:15]([C:18]2[C:19]([C:24]#[N:25])=[CH:20][CH:21]=[CH:22][CH:23]=2)=[CH:14][CH:13]=1)[CH2:2][CH2:3][CH3:4].[CH3:28][O:29][C:30]1[CH:35]=[CH:34][C:33](B(O)O)=[CH:32][C:31]=1[CH3:39].C(N(CC)CC)C.N1C=CC=CC=1, predict the reaction product. The product is: [CH2:1]([C:5]1[N:6]=[C:7]([CH3:27])[N:8]([C:33]2[CH:34]=[CH:35][C:30]([O:29][CH3:28])=[C:31]([CH3:39])[CH:32]=2)[C:9](=[O:26])[C:10]=1[CH2:11][C:12]1[CH:17]=[CH:16][C:15]([C:18]2[C:19]([C:24]#[N:25])=[CH:20][CH:21]=[CH:22][CH:23]=2)=[CH:14][CH:13]=1)[CH2:2][CH2:3][CH3:4]. (5) Given the reactants [F:1][C:2]1[C:11]2[CH:12]=[CH:13][C:14](=[O:15])[N:9]3[C:10]=2C(C(=C)C[CH2:8]3)=[CH:4][CH:3]=1.O.CC[C@H]1[C@H]2C[C@H]([C@H](OC3C4C(=CC=CC=4)C(O[C@H](C4C=CN=C5C=4C=C(OC)C=C5)[C@@H]4N5C[C@H](CC)[C@@H](CC5)C4)=NN=3)C3C=CN=C4C=3C=C([O:39]C)C=C4)N(CC2)C1.CC[C@@H]1[C@@H]2C[C@H]([C@@H](OC3C4C(=CC=CC=4)C(O[C@@H](C4C=CN=C5C=4C=C(OC)C=C5)[C@@H]4N5C[C@H](CC)[C@@H](CC5)C4)=NN=3)C3C=CN=C4C=3C=C(OC)C=C4)N(CC2)C1.[C:134]([OH:138])([CH3:137])([CH3:136])[CH3:135], predict the reaction product. The product is: [F:1][C:2]1[C:11]2[CH:12]=[CH:13][C:14](=[O:15])[N:9]3[C:10]=2[C:135]([C:134]([OH:138])([CH2:137][OH:39])[CH2:136][CH2:8]3)=[CH:4][CH:3]=1. (6) Given the reactants [Cl:1][C:2]1[CH:3]=[CH:4][C:5]2[N:11]([CH2:12][C:13]([CH3:17])([CH3:16])[CH2:14][OH:15])[C:10](=[O:18])[C@@H:9]([CH2:19][C:20]([C:22]3[CH:27]=[CH:26][C:25](/[CH:28]=[CH:29]/[C:30]([O:32][CH2:33][CH3:34])=[O:31])=[CH:24][CH:23]=3)=[O:21])[O:8][C@H:7]([C:35]3[CH:40]=[CH:39][CH:38]=[C:37]([O:41][CH3:42])[C:36]=3[O:43][CH3:44])[C:6]=2[CH:45]=1, predict the reaction product. The product is: [Cl:1][C:2]1[CH:3]=[CH:4][C:5]2[N:11]([CH2:12][C:13]([CH3:17])([CH3:16])[CH2:14][OH:15])[C:10](=[O:18])[C@@H:9]([CH2:19][C:20]([C:22]3[CH:27]=[CH:26][C:25]([CH2:28][CH2:29][C:30]([O:32][CH2:33][CH3:34])=[O:31])=[CH:24][CH:23]=3)=[O:21])[O:8][C@H:7]([C:35]3[CH:40]=[CH:39][CH:38]=[C:37]([O:41][CH3:42])[C:36]=3[O:43][CH3:44])[C:6]=2[CH:45]=1. (7) Given the reactants [OH:1][C:2]1[N:7]2[N:8]=[C:9]([CH3:16])[C:10]([C:11]([O:13][CH2:14][CH3:15])=[O:12])=[C:6]2[CH:5]=[C:4]([CH3:17])[CH:3]=1.[CH:18]1([CH2:24]O)[CH2:23][CH2:22][CH2:21][CH2:20][CH2:19]1.C1(P(C2C=CC=CC=2)C2C=CC=CC=2)C=CC=CC=1.N(C(OCC)=O)=NC(OCC)=O, predict the reaction product. The product is: [CH2:14]([O:13][C:11]([C:10]1[C:9]([CH3:16])=[N:8][N:7]2[C:2]([O:1][CH2:24][CH:18]3[CH2:23][CH2:22][CH2:21][CH2:20][CH2:19]3)=[CH:3][C:4]([CH3:17])=[CH:5][C:6]=12)=[O:12])[CH3:15]. (8) Given the reactants [Cl:1][C:2]1[CH:3]=[C:4]([CH:7]=[C:8]([O:10][C:11]2[C:19]3[N:18]=[N:17][NH:16][C:15]=3[CH:14]=[CH:13][C:12]=2[Cl:20])[CH:9]=1)[C:5]#[N:6].C(=O)([O-])[O-].[Cs+].[Cs+].Br[CH2:28][C:29]1[C:37]2[C:32](=[N:33][CH:34]=[CH:35][CH:36]=2)[N:31](C(OCCCC)=O)[N:30]=1, predict the reaction product. The product is: [Cl:1][C:2]1[CH:3]=[C:4]([CH:7]=[C:8]([O:10][C:11]2[C:19]3[N:18]=[N:17][N:16]([CH2:28][C:29]4[C:37]5[C:32](=[N:33][CH:34]=[CH:35][CH:36]=5)[NH:31][N:30]=4)[C:15]=3[CH:14]=[CH:13][C:12]=2[Cl:20])[CH:9]=1)[C:5]#[N:6]. (9) The product is: [Br:1][C:2]1[CH:25]=[N:24][C:5]2=[N:6][C:7]([N:11]3[CH2:14][CH:13]([N:15]([CH3:23])[C:16](=[O:22])[O:17][C:18]([CH3:21])([CH3:20])[CH3:19])[CH2:12]3)=[C:8]([NH:27][NH2:28])[N:9]=[C:4]2[CH:3]=1. Given the reactants [Br:1][C:2]1[CH:25]=[N:24][C:5]2=[N:6][C:7]([N:11]3[CH2:14][CH:13]([N:15]([CH3:23])[C:16](=[O:22])[O:17][C:18]([CH3:21])([CH3:20])[CH3:19])[CH2:12]3)=[C:8](Cl)[N:9]=[C:4]2[CH:3]=1.O.[NH2:27][NH2:28], predict the reaction product. (10) Given the reactants [F:1][C:2]1[CH:7]=[CH:6][C:5]([S:8](Cl)(=[O:10])=[O:9])=[CH:4][CH:3]=1.[NH2:12][C@H:13]([C:34]1[CH:39]=[CH:38][CH:37]=[CH:36][CH:35]=1)[CH2:14][CH2:15][N:16]1[CH2:21][CH2:20][CH:19]([C:22]2[CH:23]=[C:24]([NH:28][C:29](=[O:33])[CH:30]([CH3:32])[CH3:31])[CH:25]=[CH:26][CH:27]=2)[CH2:18][CH2:17]1, predict the reaction product. The product is: [F:1][C:2]1[CH:7]=[CH:6][C:5]([S:8]([NH:12][C@H:13]([C:34]2[CH:35]=[CH:36][CH:37]=[CH:38][CH:39]=2)[CH2:14][CH2:15][N:16]2[CH2:21][CH2:20][CH:19]([C:22]3[CH:23]=[C:24]([NH:28][C:29](=[O:33])[CH:30]([CH3:32])[CH3:31])[CH:25]=[CH:26][CH:27]=3)[CH2:18][CH2:17]2)(=[O:10])=[O:9])=[CH:4][CH:3]=1.